Dataset: NCI-60 drug combinations with 297,098 pairs across 59 cell lines. Task: Regression. Given two drug SMILES strings and cell line genomic features, predict the synergy score measuring deviation from expected non-interaction effect. (1) Drug 1: C1=CC=C(C(=C1)C(C2=CC=C(C=C2)Cl)C(Cl)Cl)Cl. Drug 2: CC1=C(C=C(C=C1)C(=O)NC2=CC(=CC(=C2)C(F)(F)F)N3C=C(N=C3)C)NC4=NC=CC(=N4)C5=CN=CC=C5. Cell line: HCT116. Synergy scores: CSS=2.43, Synergy_ZIP=0.0523, Synergy_Bliss=-2.99, Synergy_Loewe=-2.85, Synergy_HSA=-4.89. (2) Drug 1: CN1C2=C(C=C(C=C2)N(CCCl)CCCl)N=C1CCCC(=O)O.Cl. Drug 2: CC12CCC3C(C1CCC2OP(=O)(O)O)CCC4=C3C=CC(=C4)OC(=O)N(CCCl)CCCl.[Na+]. Cell line: MOLT-4. Synergy scores: CSS=15.7, Synergy_ZIP=-9.51, Synergy_Bliss=-9.30, Synergy_Loewe=-2.33, Synergy_HSA=-2.67.